The task is: Regression. Given a peptide amino acid sequence and an MHC pseudo amino acid sequence, predict their binding affinity value. This is MHC class I binding data.. This data is from Peptide-MHC class I binding affinity with 185,985 pairs from IEDB/IMGT. (1) The peptide sequence is FRFFGGVPR. The MHC is HLA-B83:01 with pseudo-sequence HLA-B83:01. The binding affinity (normalized) is 0.213. (2) The peptide sequence is VVPRRKAKI. The MHC is Mamu-A01 with pseudo-sequence Mamu-A01. The binding affinity (normalized) is 0.311. (3) The peptide sequence is LEWLAEVVKL. The MHC is HLA-B44:03 with pseudo-sequence HLA-B44:03. The binding affinity (normalized) is 0.179. (4) The peptide sequence is ALAKAAAAM. The binding affinity (normalized) is 0.585. The MHC is HLA-A02:01 with pseudo-sequence HLA-A02:01. (5) The peptide sequence is KPKPAVRYAI. The MHC is HLA-A68:02 with pseudo-sequence HLA-A68:02. The binding affinity (normalized) is 0. (6) The peptide sequence is RRIFDLIEL. The MHC is HLA-A23:01 with pseudo-sequence HLA-A23:01. The binding affinity (normalized) is 0.216.